Dataset: Experimentally validated miRNA-target interactions with 360,000+ pairs, plus equal number of negative samples. Task: Binary Classification. Given a miRNA mature sequence and a target amino acid sequence, predict their likelihood of interaction. (1) The miRNA is hsa-miR-548t-5p with sequence CAAAAGUGAUCGUGGUUUUUG. The protein sequence of the target gene is MAADSREEKDGELNVLDDILTEVPEQDDELYNPESEQDKNEKKGSKRKSDRMESTDTKRQKPSVHSRQLVSKPLSSSVSNNKRIVSTKGKSATEYKNEEYQRSERNKRLDADRKIRLSSSASREPYKNQPEKTCVRKRDPERRAKSPTPDGSERIGLEVDRRASRSSQSSKEEVNSEEYGSDHETGSSGSSDEQGNNTENEEEGVEEDVEEDEEVEEDAEEDEEVDEDGEEEEEEEEEEEEEEEEEEEEYEQDERDQKEEGNDYDTRSEASDSGSESVSFTDGSVRSGSGTDGSDEKKKE.... Result: 1 (interaction). (2) The protein sequence of the target gene is MISSVCVSSYRGRKSGNKPPSKTCLKEEMAKGEASEKIIINVGGTRHETYRSTLRTLPGTRLAWLADPDGGGRPETDGGGVGSSGSSGGGGCEFFFDRHPGVFAYVLNYYRTGKLHCPADVCGPLFEEELTFWGIDETDVEPCCWMTYRQHRDAEEALDIFESPDGGGSGAGPSDEAGDDERELALQRLGPHEGGAGHGAGSGGCRGWQPRMWALFEDPYSSRAARVVAFASLFFILVSITTFCLETHEAFNIDRNVTEILRVGNITSVHFRREVETEPILTYIEGVCVLWFTLEFLVRI.... Result: 1 (interaction). The miRNA is hsa-miR-625-3p with sequence GACUAUAGAACUUUCCCCCUCA. (3) The miRNA is hsa-miR-181b-5p with sequence AACAUUCAUUGCUGUCGGUGGGU. The protein sequence of the target gene is MPRYAQLVMGPAGSGKSTYCATMVQHCEALNRSVQVVNLDPAAEHFNYSVMADIRELIEVDDVMEDDSLRFGPNGGLVFCMEYFANNFDWLENCLGHVEDDYILFDCPGQIELYTHLPVMKQLVQQLEQWEFRVCGVFLVDSQFMVESFKFISGILAALSAMISLEIPQVNIMTKMDLLSKKAKKEIEKFLDPDMYSLLEDSTSDLRSKKFKKLTKAICGLIDDYSMVRFLPYDQSDEESMNIVLQHIDFAIQYGEDLEFKEPKEREDESSSMFDEYFQECQDE. Result: 0 (no interaction). (4) Result: 1 (interaction). The miRNA is hsa-miR-937-5p with sequence GUGAGUCAGGGUGGGGCUGG. The protein sequence of the target gene is MAAPEAPPLDRVFRTTWLSTECDSHPLPPSYRKFLFETQAADLAGGTTVAAGNLLNESEKDCGQDRRAPGVQPCRLVTMTSVVKTVYSLQPPSALSGGQPADTQTRATSKSLLPVRSKEVDVSKQLHSGGPENDVTKITKLRRENGQMKATDTATRRNVRKGYKPLSKQKSEEELKDKNQLLEAVNKQLHQKLTETQGELKDLTQKVELLEKFRDNCLAILESKGLDPALGSETLASRQESTTDHMDSMLLLETLQEELKLFNETAKKQMEELQALKVKLEMKEERVRFLEQQTLCNNQV....